From a dataset of Forward reaction prediction with 1.9M reactions from USPTO patents (1976-2016). Predict the product of the given reaction. (1) The product is: [Cl:29][C:30]1[N:35]=[C:34]([N:13]2[CH2:14][CH2:15][CH:10]([O:9][CH2:8][C:7]3[CH:16]=[CH:17][C:4]([O:3][C:2]([F:18])([F:1])[F:19])=[CH:5][CH:6]=3)[CH2:11][CH2:12]2)[N:33]=[CH:32][N:31]=1. Given the reactants [F:1][C:2]([F:19])([F:18])[O:3][C:4]1[CH:17]=[CH:16][C:7]([CH2:8][O:9][CH:10]2[CH2:15][CH2:14][NH:13][CH2:12][CH2:11]2)=[CH:6][CH:5]=1.CCN(C(C)C)C(C)C.[Cl:29][C:30]1[N:35]=[C:34](Cl)[N:33]=[CH:32][N:31]=1, predict the reaction product. (2) Given the reactants [NH2:1][C:2]1[CH:10]=[CH:9][C:5]([C:6]([OH:8])=[O:7])=[CH:4][C:3]=1[OH:11].N1C=CC=CC=1.[Cl:18][C:19]1[CH:27]=[CH:26][C:22]([C:23](Cl)=[O:24])=[CH:21][N:20]=1, predict the reaction product. The product is: [Cl:18][C:19]1[N:20]=[CH:21][C:22]([C:23]([NH:1][C:2]2[CH:10]=[CH:9][C:5]([C:6]([OH:8])=[O:7])=[CH:4][C:3]=2[OH:11])=[O:24])=[CH:26][CH:27]=1. (3) The product is: [N:8]([C:12]1[CH:11]=[N:10][CH:9]=[CH:14][C:19]=1[C:20]1[CH:21]=[C:22]([NH:27][C:28](=[O:34])[O:29][C:30]([CH3:32])([CH3:31])[CH3:33])[CH:23]=[C:24]([CH3:26])[CH:25]=1)=[C:1]=[S:2]. Given the reactants [C:1]([N:8]1[CH:12]=[CH:11][N:10]=[CH:9]1)(N1C=CN=C1)=[S:2].N[C:14]1C=NC=C[C:19]=1[C:20]1[CH:21]=[C:22]([NH:27][C:28](=[O:34])[O:29][C:30]([CH3:33])([CH3:32])[CH3:31])[CH:23]=[C:24]([CH3:26])[CH:25]=1, predict the reaction product. (4) Given the reactants [Br:1][C:2]1[CH:3]=[N:4][C:5](Cl)=[N:6][CH:7]=1.[C:9]([C:13]1[CH:18]=[CH:17][C:16]([S:19]([NH:22][C:23]2[N:27]([CH3:28])[N:26]=[C:25]([O:29][CH2:30][CH2:31][OH:32])[C:24]=2[C:33]2[CH:38]=[CH:37][C:36]([O:39][CH3:40])=[CH:35][CH:34]=2)(=[O:21])=[O:20])=[CH:15][CH:14]=1)([CH3:12])([CH3:11])[CH3:10], predict the reaction product. The product is: [Br:1][C:2]1[CH:3]=[N:4][C:5]([O:32][CH2:31][CH2:30][O:29][C:25]2[C:24]([C:33]3[CH:38]=[CH:37][C:36]([O:39][CH3:40])=[CH:35][CH:34]=3)=[C:23]([NH:22][S:19]([C:16]3[CH:15]=[CH:14][C:13]([C:9]([CH3:11])([CH3:10])[CH3:12])=[CH:18][CH:17]=3)(=[O:20])=[O:21])[N:27]([CH3:28])[N:26]=2)=[N:6][CH:7]=1.